This data is from Full USPTO retrosynthesis dataset with 1.9M reactions from patents (1976-2016). The task is: Predict the reactants needed to synthesize the given product. (1) Given the product [CH3:1][O:2][C:3]([C:5]1[S:6][C:7]([S:21][CH3:22])=[C:8]([S:10]([C:13]2[CH:14]=[N:15][C:16]([NH:30][CH2:23][C:24]3[CH:29]=[CH:28][CH:27]=[CH:26][CH:25]=3)=[C:17]([Br:19])[CH:18]=2)(=[O:12])=[O:11])[CH:9]=1)=[O:4], predict the reactants needed to synthesize it. The reactants are: [CH3:1][O:2][C:3]([C:5]1[S:6][C:7]([S:21][CH3:22])=[C:8]([S:10]([C:13]2[CH:14]=[N:15][C:16](Cl)=[C:17]([Br:19])[CH:18]=2)(=[O:12])=[O:11])[CH:9]=1)=[O:4].[CH2:23]([NH2:30])[C:24]1[CH:29]=[CH:28][CH:27]=[CH:26][CH:25]=1. (2) Given the product [CH2:34]([N:30]1[CH:31]=[CH:32][N:33]=[C:29]1[CH2:28][N:19]1[CH2:20][CH:21]([CH2:23][CH:24]=[CH:25][CH2:26][CH3:27])[CH2:22][CH:18]1[C:16]([OH:50])=[O:17])[C:35]1[CH:40]=[CH:39][CH:38]=[CH:37][CH:36]=1, predict the reactants needed to synthesize it. The reactants are: CC(C)C(N[C:16]([CH:18]1[CH2:22][CH:21]([CH2:23][CH2:24][CH2:25][CH2:26][CH3:27])[CH2:20][N:19]1[CH2:28][C:29]1[N:30]([CH2:34][C:35]2[CH:40]=[CH:39][CH:38]=[CH:37][CH:36]=2)[CH:31]=[CH:32][N:33]=1)=[O:17])C1C(O)C(O)C(O)C(SC)O1.C1CC=CCC=1.CC[OH:50]. (3) Given the product [OH:33][CH2:32][CH2:34][NH:35][C:4]([C:6]1[C:7]2[S:15][CH:14]=[C:13]([CH2:16][O:17][C:18]3[CH:23]=[CH:22][CH:21]=[C:20]([O:24][CH2:25][C:26]4[CH:31]=[CH:30][CH:29]=[CH:28][CH:27]=4)[CH:19]=3)[C:8]=2[C:9]([NH2:12])=[N:10][CH:11]=1)=[O:3], predict the reactants needed to synthesize it. The reactants are: C([O:3][C:4]([C:6]1[C:7]2[S:15][CH:14]=[C:13]([CH2:16][O:17][C:18]3[CH:23]=[CH:22][CH:21]=[C:20]([O:24][CH2:25][C:26]4[CH:31]=[CH:30][CH:29]=[CH:28][CH:27]=4)[CH:19]=3)[C:8]=2[C:9]([NH2:12])=[N:10][CH:11]=1)=O)C.[CH2:32]([CH2:34][NH2:35])[OH:33]. (4) Given the product [CH:22]([N:21]([CH:25]([CH3:26])[CH3:27])[CH2:20][CH2:19][C@@H:18]([C:13]1[CH:12]=[C:11]([CH2:10][CH2:9][O:8][C:7]2[CH:6]=[CH:5][C:4]([CH2:3][CH2:2][NH:1][CH2:39][C:38]3[C:37]([F:36])=[C:44]([OH:45])[CH:43]=[CH:42][CH:41]=3)=[CH:35][CH:34]=2)[CH:16]=[CH:15][C:14]=1[OH:17])[C:28]1[CH:29]=[CH:30][CH:31]=[CH:32][CH:33]=1)([CH3:24])[CH3:23], predict the reactants needed to synthesize it. The reactants are: [NH2:1][CH2:2][CH2:3][C:4]1[CH:35]=[CH:34][C:7]([O:8][CH2:9][CH2:10][C:11]2[CH:16]=[CH:15][C:14]([OH:17])=[C:13]([C@@H:18]([C:28]3[CH:33]=[CH:32][CH:31]=[CH:30][CH:29]=3)[CH2:19][CH2:20][N:21]([CH:25]([CH3:27])[CH3:26])[CH:22]([CH3:24])[CH3:23])[CH:12]=2)=[CH:6][CH:5]=1.[F:36][C:37]1[C:44]([OH:45])=[CH:43][CH:42]=[CH:41][C:38]=1[CH:39]=O.S([O-])([O-])(=O)=O.[Mg+2].[BH4-].[Na+].